Dataset: Full USPTO retrosynthesis dataset with 1.9M reactions from patents (1976-2016). Task: Predict the reactants needed to synthesize the given product. Given the product [CH:1]1([CH2:7][C:8]2[N:9]=[C:10]([C:13]3[N:17]=[C:16]([CH2:18][C:19]([CH3:24])([CH3:25])[C:20]([OH:22])=[O:21])[O:15][N:14]=3)[S:11][C:12]=2[C:27]2[CH:28]=[C:29]([C:30](=[O:31])[NH:32][C@@H:33]([CH3:38])[C:34]([F:37])([F:36])[F:35])[CH:39]=[C:40]([C:42]3([CH3:45])[CH2:44][CH2:43]3)[CH:41]=2)[CH2:2][CH2:3][CH2:4][CH2:5][CH2:6]1, predict the reactants needed to synthesize it. The reactants are: [CH:1]1([CH2:7][C:8]2[N:9]=[C:10]([C:13]3[N:17]=[C:16]([CH2:18][C:19]([CH3:25])([CH3:24])[C:20]([O:22]C)=[O:21])[O:15][N:14]=3)[S:11][CH:12]=2)[CH2:6][CH2:5][CH2:4][CH2:3][CH2:2]1.Br[C:27]1[CH:28]=[C:29]([CH:39]=[C:40]([C:42]2([CH3:45])[CH2:44][CH2:43]2)[CH:41]=1)[C:30]([NH:32][C@@H:33]([CH3:38])[C:34]([F:37])([F:36])[F:35])=[O:31].